Dataset: Reaction yield outcomes from USPTO patents with 853,638 reactions. Task: Predict the reaction yield, written as a fraction of the theoretical maximum amount of product (1.0 means a 100% yield; for example, 0.34 means a 34% yield). The reactants are [C:1]([NH:4][C:5]1[CH:10]=[C:9]([C:11]2[S:15][C:14]([C:16]([O:18]CC)=[O:17])=[C:13]([CH2:21][C:22]3[CH:27]=[CH:26][C:25]([Cl:28])=[CH:24][CH:23]=3)[C:12]=2[C:29]#[N:30])[CH:8]=[CH:7][N:6]=1)(=[O:3])[CH3:2].[OH-].[Li+].Cl. The catalyst is O1CCCC1.O. The product is [C:1]([NH:4][C:5]1[CH:10]=[C:9]([C:11]2[S:15][C:14]([C:16]([OH:18])=[O:17])=[C:13]([CH2:21][C:22]3[CH:23]=[CH:24][C:25]([Cl:28])=[CH:26][CH:27]=3)[C:12]=2[C:29]#[N:30])[CH:8]=[CH:7][N:6]=1)(=[O:3])[CH3:2]. The yield is 0.780.